Dataset: Forward reaction prediction with 1.9M reactions from USPTO patents (1976-2016). Task: Predict the product of the given reaction. (1) Given the reactants [Si]([O:8][CH2:9][CH:10]1[CH2:15][CH2:14][CH2:13][N:12]([C:16]2[CH:17]=[CH:18][C:19]([F:37])=[C:20]([CH:36]=2)[C:21]([NH:23][C:24]2[C:25]([CH3:35])=[C:26]([CH:31]=[CH:32][C:33]=2[CH3:34])[C:27]([O:29][CH3:30])=[O:28])=[O:22])[CH2:11]1)(C(C)(C)C)(C)C.[N+](CCCC)(CCCC)(CCCC)CCCC.[F-], predict the reaction product. The product is: [F:37][C:19]1[CH:18]=[CH:17][C:16]([N:12]2[CH2:13][CH2:14][CH2:15][CH:10]([CH2:9][OH:8])[CH2:11]2)=[CH:36][C:20]=1[C:21]([NH:23][C:24]1[C:25]([CH3:35])=[C:26]([CH:31]=[CH:32][C:33]=1[CH3:34])[C:27]([O:29][CH3:30])=[O:28])=[O:22]. (2) The product is: [CH3:1][C:2]1[CH:7]=[CH:6][C:5]([S:8]([O:11][CH2:12][C:13]2([CH3:31])[CH2:17][C:16]3[CH:18]=[C:19]([Cl:30])[CH:20]=[C:21]([C:32]4[CH:37]=[CH:36][CH:35]=[CH:34][CH:33]=4)[C:15]=3[O:14]2)(=[O:10])=[O:9])=[CH:4][CH:3]=1. Given the reactants [CH3:1][C:2]1[CH:7]=[CH:6][C:5]([S:8]([O:11][CH2:12][C:13]2([CH3:31])[CH2:17][C:16]3[CH:18]=[C:19]([Cl:30])[CH:20]=[C:21](OS(C(F)(F)F)(=O)=O)[C:15]=3[O:14]2)(=[O:10])=[O:9])=[CH:4][CH:3]=1.[C:32]1(B(O)O)[CH:37]=[CH:36][CH:35]=[CH:34][CH:33]=1.C(=O)([O-])[O-].[K+].[K+].C(C1C=CC=CC=1B1OC(C)(C)C(C)(C)O1)(C)C, predict the reaction product. (3) The product is: [Cl:1][C:2]1[CH:8]=[C:7]([Cl:9])[CH:6]=[C:5]([F:10])[C:3]=1[N:4]=[C:16]=[S:17]. Given the reactants [Cl:1][C:2]1[CH:8]=[C:7]([Cl:9])[CH:6]=[C:5]([F:10])[C:3]=1[NH2:4].CN(C=O)C.[C:16](Cl)(Cl)=[S:17], predict the reaction product. (4) Given the reactants [N+:1]([C:4]1[CH:5]=[C:6]([N:10]2[C:19]3[C:14](=[CH:15][CH:16]=[CH:17][N:18]=3)[CH:13]=[C:12]([CH3:20])[C:11]2=[O:21])[CH:7]=[CH:8][CH:9]=1)([O-:3])=[O:2].[N+](C1C=C(NC2N=CC=CC=2C=O)C=CC=1)([O-])=O.C(OCC)(=O)CC.[Li+].CC([N-]C(C)C)C.C1C(=O)N([Br:62])C(=O)C1, predict the reaction product. The product is: [N+:1]([C:4]1[CH:5]=[C:6]([N:10]2[C:19]3[C:14](=[CH:15][CH:16]=[CH:17][N:18]=3)[CH:13]=[C:12]([CH2:20][Br:62])[C:11]2=[O:21])[CH:7]=[CH:8][CH:9]=1)([O-:3])=[O:2]. (5) Given the reactants [Cl:1][C:2]1[N:7]=[C:6]2[C:8]([I:11])=[CH:9][NH:10][C:5]2=[CH:4][CH:3]=1.[C:12]([O:16][C:17](O[C:17]([O:16][C:12]([CH3:15])([CH3:14])[CH3:13])=[O:18])=[O:18])([CH3:15])([CH3:14])[CH3:13], predict the reaction product. The product is: [Cl:1][C:2]1[N:7]=[C:6]2[C:8]([I:11])=[CH:9][N:10]([C:17]([O:16][C:12]([CH3:15])([CH3:14])[CH3:13])=[O:18])[C:5]2=[CH:4][CH:3]=1. (6) Given the reactants [F:1][C:2]1([F:42])[O:6][C:5]2[CH:7]=[CH:8][C:9]([C:11]3([C:14]([NH:16][C@H:17]4[C:26]5[C:21](=[CH:22][C:23]([O:27][CH2:28][CH2:29][O:30][CH3:31])=[CH:24][CH:25]=5)[O:20][C@@H:19]([C:32]5[CH:33]=[C:34]([CH:39]=[CH:40][CH:41]=5)[C:35]([O:37]C)=[O:36])[CH2:18]4)=[O:15])[CH2:13][CH2:12]3)=[CH:10][C:4]=2[O:3]1.[OH-].[Li+], predict the reaction product. The product is: [F:42][C:2]1([F:1])[O:6][C:5]2[CH:7]=[CH:8][C:9]([C:11]3([C:14]([NH:16][C@H:17]4[C:26]5[C:21](=[CH:22][C:23]([O:27][CH2:28][CH2:29][O:30][CH3:31])=[CH:24][CH:25]=5)[O:20][C@@H:19]([C:32]5[CH:33]=[C:34]([CH:39]=[CH:40][CH:41]=5)[C:35]([OH:37])=[O:36])[CH2:18]4)=[O:15])[CH2:13][CH2:12]3)=[CH:10][C:4]=2[O:3]1. (7) Given the reactants [CH2:1]([N:8]1[CH2:13][CH2:12][NH:11][C@@H:10]([CH2:14][CH2:15][CH2:16][O:17][Si:18]([C:21]([CH3:24])([CH3:23])[CH3:22])([CH3:20])[CH3:19])[CH2:9]1)[C:2]1[CH:7]=[CH:6][CH:5]=[CH:4][CH:3]=1.[C:25]1([S:31](Cl)(=[O:33])=[O:32])[CH:30]=[CH:29][CH:28]=[CH:27][CH:26]=1, predict the reaction product. The product is: [CH2:1]([N:8]1[CH2:13][CH2:12][N:11]([S:31]([C:25]2[CH:30]=[CH:29][CH:28]=[CH:27][CH:26]=2)(=[O:33])=[O:32])[C@@H:10]([CH2:14][CH2:15][CH2:16][O:17][Si:18]([C:21]([CH3:24])([CH3:23])[CH3:22])([CH3:19])[CH3:20])[CH2:9]1)[C:2]1[CH:3]=[CH:4][CH:5]=[CH:6][CH:7]=1. (8) Given the reactants Br[CH2:2][CH2:3][CH2:4][CH2:5][CH2:6][CH2:7][CH2:8][CH2:9][CH:10]=[CH:11][CH2:12][CH:13]=[CH:14][CH2:15][CH2:16][CH2:17][CH2:18][CH3:19].[C:20]([CH2:22][CH2:23][CH2:24][CH2:25][CH2:26][CH2:27][CH2:28][CH2:29][CH:30]=[CH:31][CH2:32][CH:33]=[CH:34][CH2:35][CH2:36][CH2:37][CH2:38][CH3:39])#N.CC[O:42]CC, predict the reaction product. The product is: [CH3:19][CH2:18][CH2:17][CH2:16][CH2:15][CH:14]=[CH:13][CH2:12][CH:11]=[CH:10][CH2:9][CH2:8][CH2:7][CH2:6][CH2:5][CH2:4][CH2:3][CH2:2][C:20](=[O:42])[CH2:22][CH2:23][CH2:24][CH2:25][CH2:26][CH2:27][CH2:28][CH2:29][CH:30]=[CH:31][CH2:32][CH:33]=[CH:34][CH2:35][CH2:36][CH2:37][CH2:38][CH3:39].